Predict which catalyst facilitates the given reaction. From a dataset of Catalyst prediction with 721,799 reactions and 888 catalyst types from USPTO. (1) The catalyst class is: 61. Reactant: B(Br)(Br)Br.COC1C=CC(N2CC[N:16]([CH2:19][C:20]3[CH:21]=[C:22]4[NH:31][C:30](=[O:32])[C:29]5[C:24](=[CH:25][CH:26]=[CH:27][CH:28]=5)[N:23]4[CH:33]=3)CC2)=CC=1. Product: [O:32]=[C:30]1[C:29]2[C:24](=[CH:25][CH:26]=[CH:27][CH:28]=2)[N:23]2[CH:33]=[C:20]([C:19]#[N:16])[CH:21]=[C:22]2[NH:31]1. (2) Reactant: C(N(CC)CC)C.[CH:8]([C:10]1[C:18]2[C:13](=[CH:14][CH:15]=[CH:16][CH:17]=2)[N:12](C(OC(C)(C)C)=O)[CH:11]=1)=[O:9].[F:26][C:27]1[CH:42]=[CH:41][CH:40]=[CH:39][C:28]=1[CH:29]=[N:30][C:31]1[CH:36]=[CH:35][CH:34]=[C:33]([O:37][CH3:38])[CH:32]=1. Product: [F:26][C:27]1[CH:42]=[CH:41][CH:40]=[CH:39][C:28]=1[CH:29]([NH:30][C:31]1[CH:36]=[CH:35][CH:34]=[C:33]([O:37][CH3:38])[CH:32]=1)[C:8]([C:10]1[C:18]2[C:13](=[CH:14][CH:15]=[CH:16][CH:17]=2)[NH:12][CH:11]=1)=[O:9]. The catalyst class is: 433. (3) Reactant: [CH:1]([NH:4][C:5]1[S:6][CH:7]=[C:8]([C:10]2[CH:19]=[C:18]([O:20][C@H:21]3[CH2:25][NH:24][C@H:23]([C:26]([NH:28][C@:29]4([C:34]([NH:36][S:37]([C:40]5[CH:45]=[CH:44][CH:43]=[CH:42][C:41]=5[NH:46][C:47]([CH2:49][CH2:50][CH2:51][CH2:52][CH2:53][CH2:54][C:55](O)=[O:56])=[O:48])(=[O:39])=[O:38])=[O:35])[CH2:31][C@H:30]4[CH:32]=[CH2:33])=[O:27])[CH2:22]3)[C:17]3[C:12](=[CH:13][C:14]([O:58][CH3:59])=[CH:15][CH:16]=3)[N:11]=2)[N:9]=1)([CH3:3])[CH3:2].[CH3:60]CN(C(C)C)C(C)C.C[N:70]([C:72]([O:76]N1N=NC2C=CC=NC1=2)=[N+](C)C)C.F[P-](F)(F)(F)(F)F. Product: [CH:1]([NH:4][C:5]1[S:6][CH:7]=[C:8]([C:10]2[CH:19]=[C:18]([O:20][C@H:21]3[CH2:25][N:24]4[C@H:23]([C:26](=[O:27])[NH:28][CH:29]([C@@:31]5([N:70]=[C:72]=[O:76])[CH2:30][C@H:32]5[CH:33]=[CH2:60])[C:34](=[O:35])[NH:36][S:37](=[O:39])(=[O:38])[C:40]5[C:41]([NH:46][C:47](=[O:48])[CH2:49][CH2:50][CH2:51][CH2:52][CH2:53][CH2:54][C:55]4=[O:56])=[CH:42][CH:43]=[CH:44][CH:45]=5)[CH2:22]3)[C:17]3[C:12](=[CH:13][C:14]([O:58][CH3:59])=[CH:15][CH:16]=3)[N:11]=2)[N:9]=1)([CH3:2])[CH3:3]. The catalyst class is: 59.